From a dataset of Catalyst prediction with 721,799 reactions and 888 catalyst types from USPTO. Predict which catalyst facilitates the given reaction. (1) Reactant: Br.Br.[CH2:3]([NH:6][CH:7]1[CH2:16][CH2:15][C:10]2[N:11]=[C:12](N)[S:13][C:9]=2[CH2:8]1)[CH2:4][CH3:5].N([O-])=O.P(P(O)(O)=O)(O)(O)=O.[OH-].[Na+]. Product: [CH2:3]([NH:6][CH:7]1[CH2:16][CH2:15][C:10]2[N:11]=[CH:12][S:13][C:9]=2[CH2:8]1)[CH2:4][CH3:5]. The catalyst class is: 33. (2) Reactant: [C:1]([NH:4][NH:5][C:6](=O)[CH2:7][C@@:8]1([C:24]2[CH:29]=[CH:28][CH:27]=[CH:26][CH:25]=2)[O:13][C:12](=[O:14])[N:11]([C@H:15]([C:17]2[CH:22]=[CH:21][C:20]([Br:23])=[CH:19][CH:18]=2)[CH3:16])[CH2:10][CH2:9]1)(=[O:3])[CH3:2].N1C=CC=CC=1.S(OS(C(F)(F)F)(=O)=O)(C(F)(F)F)(=O)=O. Product: [Br:23][C:20]1[CH:19]=[CH:18][C:17]([C@@H:15]([N:11]2[CH2:10][CH2:9][C@:8]([CH2:7][C:6]3[O:3][C:1]([CH3:2])=[N:4][N:5]=3)([C:24]3[CH:29]=[CH:28][CH:27]=[CH:26][CH:25]=3)[O:13][C:12]2=[O:14])[CH3:16])=[CH:22][CH:21]=1. The catalyst class is: 2. (3) Reactant: C(OC(=O)[NH:7][C:8]1[CH:13]=[C:12]([N:14]([CH3:16])[CH3:15])[C:11]([C:17]([F:20])([F:19])[F:18])=[CH:10][C:9]=1[NH:21][C:22](=[O:39])[CH2:23][C:24]([C:26]1[CH:31]=[CH:30][CH:29]=[C:28]([C:32]2[CH:37]=[CH:36][CH:35]=[C:34]([CH3:38])[N:33]=2)[CH:27]=1)=O)(C)(C)C.C(O)(C(F)(F)F)=O. Product: [CH3:16][N:14]([CH3:15])[C:12]1[C:11]([C:17]([F:18])([F:20])[F:19])=[CH:10][C:9]2[NH:21][C:22](=[O:39])[CH2:23][C:24]([C:26]3[CH:31]=[CH:30][CH:29]=[C:28]([C:32]4[CH:37]=[CH:36][CH:35]=[C:34]([CH3:38])[N:33]=4)[CH:27]=3)=[N:7][C:8]=2[CH:13]=1. The catalyst class is: 2. (4) Reactant: [Cl:1][CH2:2][CH2:3][O:4][CH2:5][C:6](Cl)=[O:7].Cl.[NH2:10][C:11]1[CH:16]=[CH:15][C:14]([CH2:17][C:18]([O:20][CH2:21][CH3:22])=[O:19])=[CH:13][CH:12]=1. Product: [Cl:1][CH2:2][CH2:3][O:4][CH2:5][C:6]([NH:10][C:11]1[CH:12]=[CH:13][C:14]([CH2:17][C:18]([O:20][CH2:21][CH3:22])=[O:19])=[CH:15][CH:16]=1)=[O:7]. The catalyst class is: 11. (5) The catalyst class is: 12. Reactant: Cl.[NH2:2][C:3]1[C:12]2[N:13]=[C:14]([CH2:26][CH2:27][O:28][CH3:29])[N:15]([CH2:16][CH2:17][NH:18]C(=O)OC(C)(C)C)[C:11]=2[C:10]2[N:9]=[CH:8][CH:7]=[CH:6][C:5]=2[N:4]=1.[Cl:30]CCl.CO. Product: [ClH:30].[NH2:18][CH2:17][CH2:16][N:15]1[C:11]2[C:10]3[N:9]=[CH:8][CH:7]=[CH:6][C:5]=3[N:4]=[C:3]([NH2:2])[C:12]=2[N:13]=[C:14]1[CH2:26][CH2:27][O:28][CH3:29]. (6) Reactant: [C:1]1([S:7]([NH:10][C:11]2[CH:16]=[CH:15][C:14]([N:17]([C:24]3[CH:31]=[CH:30][C:27]([C:28]#[N:29])=[CH:26][CH:25]=3)[CH2:18][C:19]([NH:21][CH2:22][CH3:23])=[O:20])=[CH:13][CH:12]=2)(=[O:9])=[O:8])[CH:6]=[CH:5][CH:4]=[CH:3][CH:2]=1.Cl.C(=O)([O-])[O-].[NH4+:37].[NH4+]. Product: [C:1]1([S:7]([NH:10][C:11]2[CH:12]=[CH:13][C:14]([N:17]([C:24]3[CH:25]=[CH:26][C:27]([C:28]([NH2:37])=[NH:29])=[CH:30][CH:31]=3)[CH2:18][C:19]([NH:21][CH2:22][CH3:23])=[O:20])=[CH:15][CH:16]=2)(=[O:8])=[O:9])[CH:2]=[CH:3][CH:4]=[CH:5][CH:6]=1. The catalyst class is: 8. (7) Reactant: [C:1]([C:3]1[CH:8]=[CH:7][C:6]([N:9]([CH2:15][C:16]([F:19])([F:18])[F:17])[CH2:10][C:11](=[NH:14])[NH:12][OH:13])=[CH:5][C:4]=1[C:20]([F:23])([F:22])[F:21])#[N:2].[C:24](Cl)(=O)[CH:25]([CH3:27])[CH3:26]. Product: [CH3:24][CH:25]([C:27]1[O:13][N:12]=[C:11]([CH2:10][N:9]([CH2:15][C:16]([F:17])([F:18])[F:19])[C:6]2[CH:7]=[CH:8][C:3]([C:1]#[N:2])=[C:4]([C:20]([F:22])([F:21])[F:23])[CH:5]=2)[N:14]=1)[CH3:26]. The catalyst class is: 3. (8) Reactant: [F:1][C:2]1[CH:3]=[CH:4][C:5]([OH:22])=[C:6]([C:8]2[CH2:12][CH2:11][CH2:10][C:9]=2[C:13]2[N:18]=[C:17]([C:19]([OH:21])=[O:20])[CH:16]=[CH:15][CH:14]=2)[CH:7]=1.[F:23][C:24]1[CH:31]=[CH:30][C:27]([CH2:28]Br)=[CH:26][CH:25]=1.[CH3:32][C:33](=O)[CH2:34][CH3:35]. Product: [F:23][C:24]1[CH:31]=[CH:30][C:27]([CH2:28][O:20][C:19]([C:17]2[CH:16]=[CH:15][CH:14]=[C:13]([C:9]3[CH2:10][CH2:11][CH2:12][C:8]=3[C:6]3[CH:7]=[C:2]([F:1])[CH:3]=[CH:4][C:5]=3[O:22][CH2:32][C:33]3[CH:6]=[CH:7][C:2]([F:1])=[CH:35][CH:34]=3)[N:18]=2)=[O:21])=[CH:26][CH:25]=1. The catalyst class is: 21. (9) Reactant: C[O:2][C:3]([CH:5]1[CH2:13][C:12]2[C:7](=[CH:8][CH:9]=[C:10]([O:14][CH3:15])[CH:11]=2)[CH2:6]1)=O.[H-].[H-].[H-].[H-].[Li+].[Al+3]. Product: [CH3:15][O:14][C:10]1[CH:11]=[C:12]2[C:7](=[CH:8][CH:9]=1)[CH2:6][CH:5]([CH2:3][OH:2])[CH2:13]2. The catalyst class is: 1. (10) Reactant: [Br:1][C:2]1[CH:3]=[CH:4][C:5]([Cl:21])=[C:6]([CH:20]=1)[C:7]([NH:9][CH:10]([CH3:19])[CH:11](O)[C:12]1[CH:17]=[CH:16][CH:15]=[CH:14][CH:13]=1)=O.O=P12OP3(OP(OP(O3)(O1)=O)(=O)O2)=O. Product: [Br:1][C:2]1[CH:3]=[CH:4][C:5]([Cl:21])=[C:6]([C:7]2[C:17]3[C:12](=[CH:13][CH:14]=[CH:15][CH:16]=3)[CH:11]=[C:10]([CH3:19])[N:9]=2)[CH:20]=1. The catalyst class is: 262.